This data is from Reaction yield outcomes from USPTO patents with 853,638 reactions. The task is: Predict the reaction yield, written as a fraction of the theoretical maximum amount of product (1.0 means a 100% yield; for example, 0.34 means a 34% yield). The product is [CH:1]1([N:4]([CH2:5][C:6]2[CH:11]=[CH:10][CH:9]=[C:8]([I:12])[CH:7]=2)[CH3:13])[CH2:3][CH2:2]1. The reactants are [CH:1]1([NH:4][CH2:5][C:6]2[CH:11]=[CH:10][CH:9]=[C:8]([I:12])[CH:7]=2)[CH2:3][CH2:2]1.[C:13](=O)([O-])[O-].[K+].[K+].CI.C(OCC)C. The yield is 0.770. The catalyst is CC(C)=O.